This data is from Catalyst prediction with 721,799 reactions and 888 catalyst types from USPTO. The task is: Predict which catalyst facilitates the given reaction. (1) Reactant: C([O:3][C:4](=[O:39])[CH2:5][O:6][C:7]1[CH:12]=[CH:11][C:10]([S:13][C:14]2[CH:19]=[C:18]([C:20]#[C:21][CH2:22][N:23]3[CH2:28][CH2:27][O:26][CH2:25][CH2:24]3)[CH:17]=[C:16]([O:29][CH2:30][C:31]3[CH:36]=[CH:35][C:34]([F:37])=[CH:33][CH:32]=3)[CH:15]=2)=[CH:9][C:8]=1[CH3:38])C.[OH-].[Na+].Cl. Product: [F:37][C:34]1[CH:33]=[CH:32][C:31]([CH2:30][O:29][C:16]2[CH:15]=[C:14]([S:13][C:10]3[CH:11]=[CH:12][C:7]([O:6][CH2:5][C:4]([OH:39])=[O:3])=[C:8]([CH3:38])[CH:9]=3)[CH:19]=[C:18]([C:20]#[C:21][CH2:22][N:23]3[CH2:28][CH2:27][O:26][CH2:25][CH2:24]3)[CH:17]=2)=[CH:36][CH:35]=1. The catalyst class is: 8. (2) Reactant: [CH2:1]1COCC1.[CH3:6][O:7][C:8]1[CH:9]=[C:10]([C:16]2[N:21]=[C:20]([C:22]([N:24]3[CH2:29][CH2:28][N:27]([C:30]4[CH:35]=[CH:34][C:33]([NH:36][CH2:37][CH2:38][CH2:39][C:40]([O:42][CH2:43][CH3:44])=[O:41])=[CH:32][CH:31]=4)[CH2:26][CH2:25]3)=[O:23])[CH:19]=[CH:18][CH:17]=2)[CH:11]=[CH:12][C:13]=1[O:14][CH3:15].C=O.C(O[BH-](OC(=O)C)OC(=O)C)(=O)C.[Na+]. Product: [CH3:6][O:7][C:8]1[CH:9]=[C:10]([C:16]2[N:21]=[C:20]([C:22]([N:24]3[CH2:25][CH2:26][N:27]([C:30]4[CH:35]=[CH:34][C:33]([N:36]([CH2:37][CH2:38][CH2:39][C:40]([O:42][CH2:43][CH3:44])=[O:41])[CH3:1])=[CH:32][CH:31]=4)[CH2:28][CH2:29]3)=[O:23])[CH:19]=[CH:18][CH:17]=2)[CH:11]=[CH:12][C:13]=1[O:14][CH3:15]. The catalyst class is: 15. (3) Reactant: [Br:1][C:2]1[CH:3]=[N:4][C:5]([O:8]N2C3=NC=CC=C3N=N2)=[N:6][CH:7]=1.[CH3:18][O:19][C:20]1[CH:25]=[CH:24][CH:23]=[CH:22][C:21]=1B(O)O.C([O-])([O-])=O.[Cs+].[Cs+]. Product: [Br:1][C:2]1[CH:7]=[N:6][C:5]([O:8][C:21]2[CH:22]=[CH:23][CH:24]=[CH:25][C:20]=2[O:19][CH3:18])=[N:4][CH:3]=1. The catalyst class is: 104. (4) Reactant: I[C:2]1[C:10]2[C:5](=[N:6][CH:7]=[N:8][C:9]=2[NH2:11])[N:4]([CH:12]([C:14]2[CH:15]=[C:16]3[N:21]([C:22]=2[C:23]2[CH:28]=[CH:27][CH:26]=[CH:25][N:24]=2)[CH:20]=[CH:19][CH:18]=[CH:17]3)[CH3:13])[N:3]=1.[C:29]([NH:32][C:33]1[CH:34]=[C:35](B(O)O)[CH:36]=[CH:37][CH:38]=1)(=[O:31])[CH3:30].CCO.C([O-])([O-])=O.[Na+].[Na+]. Product: [NH2:11][C:9]1[N:8]=[CH:7][N:6]=[C:5]2[N:4]([CH:12]([C:14]3[CH:15]=[C:16]4[N:21]([C:22]=3[C:23]3[CH:28]=[CH:27][CH:26]=[CH:25][N:24]=3)[CH:20]=[CH:19][CH:18]=[CH:17]4)[CH3:13])[N:3]=[C:2]([C:37]3[CH:38]=[C:33]([NH:32][C:29](=[O:31])[CH3:30])[CH:34]=[CH:35][CH:36]=3)[C:10]=12. The catalyst class is: 104. (5) Reactant: [CH:1]1([N:5]2[C:9]3=[N:10][CH:11]=[C:12]([OH:14])[CH:13]=[C:8]3[C:7]([C:15]#[N:16])=[CH:6]2)[CH2:4][CH2:3][CH2:2]1.[C:17](=O)([O-])[O-].[K+].[K+].CI.C(#N)C. Product: [CH:1]1([N:5]2[C:9]3=[N:10][CH:11]=[C:12]([O:14][CH3:17])[CH:13]=[C:8]3[C:7]([C:15]#[N:16])=[CH:6]2)[CH2:2][CH2:3][CH2:4]1. The catalyst class is: 2. (6) Reactant: C(=O)([O-])[O-].[Cs+].[Cs+].[Cl:7][C:8]1[CH:29]=[CH:28][C:11]([CH2:12][NH:13][C:14]([C:16]2[C:17]([OH:27])=[C:18]3[CH:24]=[C:23]([CH2:25][OH:26])[S:22][C:19]3=[N:20][CH:21]=2)=[O:15])=[CH:10][CH:9]=1.Br[CH2:31][CH:32]1[CH2:36][O:35][C:34]([CH3:38])([CH3:37])[O:33]1. Product: [Cl:7][C:8]1[CH:9]=[CH:10][C:11]([CH2:12][NH:13][C:14]([C:16]2[C:17](=[O:27])[C:18]3[CH:24]=[C:23]([CH2:25][OH:26])[S:22][C:19]=3[N:20]([CH2:31][CH:32]3[CH2:36][O:35][C:34]([CH3:38])([CH3:37])[O:33]3)[CH:21]=2)=[O:15])=[CH:28][CH:29]=1. The catalyst class is: 3. (7) Reactant: [CH2:1]([O:8][C:9]1[CH:18]=[CH:17][CH:16]=[C:15]2[C:10]=1[CH2:11][CH2:12][CH2:13][C@@H:14]2[C:19]([N:21]([C:28]1[CH:29]=[N:30][C:31]([CH:34]([CH3:36])[CH3:35])=[CH:32][CH:33]=1)[CH2:22][C:23]1[CH:24]=[N:25][NH:26][CH:27]=1)=[O:20])[C:2]1[CH:7]=[CH:6][CH:5]=[CH:4][CH:3]=1.CN(C)C=O.[CH2:42](I)[CH3:43].C(=O)([O-])[O-].[K+].[K+]. Product: [CH2:1]([O:8][C:9]1[CH:18]=[CH:17][CH:16]=[C:15]2[C:10]=1[CH2:11][CH2:12][CH2:13][C@@H:14]2[C:19]([N:21]([CH2:22][C:23]1[CH:24]=[N:25][N:26]([CH2:42][CH3:43])[CH:27]=1)[C:28]1[CH:29]=[N:30][C:31]([CH:34]([CH3:36])[CH3:35])=[CH:32][CH:33]=1)=[O:20])[C:2]1[CH:7]=[CH:6][CH:5]=[CH:4][CH:3]=1. The catalyst class is: 226. (8) Reactant: [CH3:1][N:2]1[CH2:7][CH2:6][CH:5]([N:8]2[C:16]3[C:11](=[CH:12][CH:13]=[CH:14][CH:15]=3)[CH2:10][CH2:9]2)[CH2:4][CH2:3]1.C1C(=O)N([Br:24])C(=O)C1. Product: [Br:24][C:13]1[CH:12]=[C:11]2[C:16](=[CH:15][CH:14]=1)[N:8]([CH:5]1[CH2:6][CH2:7][N:2]([CH3:1])[CH2:3][CH2:4]1)[CH2:9][CH2:10]2. The catalyst class is: 18.